This data is from Reaction yield outcomes from USPTO patents with 853,638 reactions. The task is: Predict the reaction yield, written as a fraction of the theoretical maximum amount of product (1.0 means a 100% yield; for example, 0.34 means a 34% yield). (1) The reactants are C([O:3][C:4]([C@@:6]1([NH:11][C:12]([O:14][C:15]([CH3:18])([CH3:17])[CH3:16])=[O:13])[CH2:8][C@H:7]1[CH:9]=[CH2:10])=[O:5])C.[Li+].[OH-]. The catalyst is C1COCC1.CO.O. The product is [C:15]([O:14][C:12]([NH:11][C@:6]1([C:4]([OH:5])=[O:3])[CH2:8][C@H:7]1[CH:9]=[CH2:10])=[O:13])([CH3:18])([CH3:16])[CH3:17]. The yield is 0.870. (2) The catalyst is C(O)C. The product is [F:10][C:11]1[CH:12]=[CH:13][C:14](/[CH:17]=[N:18]/[N:19]2[CH:2]=[C:3]([C:5]3[S:6][CH:7]=[CH:8][N:9]=3)[N:21]=[C:20]2[NH2:22])=[CH:15][CH:16]=1. The reactants are Br[CH2:2][C:3]([C:5]1[S:6][CH:7]=[CH:8][N:9]=1)=O.[F:10][C:11]1[CH:16]=[CH:15][C:14](/[CH:17]=[N:18]/[NH:19][C:20](=[NH:22])[NH2:21])=[CH:13][CH:12]=1. The yield is 0.700. (3) The reactants are [NH:1]([C:5]1[CH:9]=[CH:8][O:7][C:6]=1[C:10]([O:12]CC)=O)[C:2]([NH2:4])=[O:3].[OH-].[Na+].Cl. The catalyst is CO. The product is [N:1]1[C:5]2[CH:9]=[CH:8][O:7][C:6]=2[C:10]([OH:12])=[N:4][C:2]=1[OH:3]. The yield is 0.910. (4) The reactants are [Br:1][C:2]1[CH:7]=[CH:6][C:5]([S:8]([N:11]2[CH2:34][CH2:33][C:14]3([O:19][CH2:18][C:17](=[O:20])[N:16]([C:21]4([CH2:24][O:25][Si](C(C)(C)C)(C)C)[CH2:23][CH2:22]4)[CH2:15]3)[CH2:13][CH2:12]2)(=[O:10])=[O:9])=[CH:4][CH:3]=1.[F-].C([N+](CCCC)(CCCC)CCCC)CCC. The catalyst is O1CCCC1. The product is [Br:1][C:2]1[CH:3]=[CH:4][C:5]([S:8]([N:11]2[CH2:12][CH2:13][C:14]3([O:19][CH2:18][C:17](=[O:20])[N:16]([C:21]4([CH2:24][OH:25])[CH2:22][CH2:23]4)[CH2:15]3)[CH2:33][CH2:34]2)(=[O:10])=[O:9])=[CH:6][CH:7]=1. The yield is 0.800.